Dataset: Full USPTO retrosynthesis dataset with 1.9M reactions from patents (1976-2016). Task: Predict the reactants needed to synthesize the given product. (1) Given the product [C:11]([C:5]1([NH:14][CH3:13])[CH2:10][CH2:9][CH2:8][CH2:7][CH2:6]1)#[CH:12], predict the reactants needed to synthesize it. The reactants are: C(O[C:5]1([C:11]#[CH:12])[CH2:10][CH2:9][CH2:8][CH2:7][CH2:6]1)(=O)C.[CH3:13][NH2:14].CO. (2) Given the product [CH2:1]([O:8][C:9]([NH:11][C:12]([C:14]1[CH:38]=[CH:37][C:17]([O:18][CH:19]([C:24]2[CH:29]=[CH:28][C:27]([O:30][CH:31]([CH3:32])[CH3:33])=[C:26]([O:34][CH2:35][CH3:36])[CH:25]=2)[C:20]([OH:22])=[O:21])=[CH:16][CH:15]=1)=[NH:13])=[O:10])[C:2]1[CH:7]=[CH:6][CH:5]=[CH:4][CH:3]=1, predict the reactants needed to synthesize it. The reactants are: [CH2:1]([O:8][C:9]([NH:11][C:12]([C:14]1[CH:38]=[CH:37][C:17]([O:18][CH:19]([C:24]2[CH:29]=[CH:28][C:27]([O:30][CH:31]([CH3:33])[CH3:32])=[C:26]([O:34][CH2:35][CH3:36])[CH:25]=2)[C:20]([O:22]C)=[O:21])=[CH:16][CH:15]=1)=[NH:13])=[O:10])[C:2]1[CH:7]=[CH:6][CH:5]=[CH:4][CH:3]=1.[Li+].[OH-].Cl. (3) Given the product [Br:17][CH2:9][C:3]1[CH:4]=[CH:5][CH:6]=[C:7]([CH3:8])[C:2]=1[Cl:1], predict the reactants needed to synthesize it. The reactants are: [Cl:1][C:2]1[C:7]([CH3:8])=[CH:6][CH:5]=[CH:4][C:3]=1[CH3:9].C1C(=O)N([Br:17])C(=O)C1.C(OOC(=O)C1C=CC=CC=1)(=O)C1C=CC=CC=1. (4) Given the product [Br:18][C:9]1[C:5]([C:1]([CH3:4])([CH3:3])[CH3:2])=[N:6][N:7]([C:11]2[CH:16]=[CH:15][CH:14]=[CH:13][C:12]=2[CH3:17])[C:8]=1[NH2:10], predict the reactants needed to synthesize it. The reactants are: [C:1]([C:5]1[CH:9]=[C:8]([NH2:10])[N:7]([C:11]2[CH:16]=[CH:15][CH:14]=[CH:13][C:12]=2[CH3:17])[N:6]=1)([CH3:4])([CH3:3])[CH3:2].[Br:18]Br.